This data is from Forward reaction prediction with 1.9M reactions from USPTO patents (1976-2016). The task is: Predict the product of the given reaction. (1) The product is: [ClH:39].[C:34]([C:26]1[CH:25]=[C:24]([C:22]2[O:21][N:20]=[C:19]([C:15]3[CH:14]=[CH:13][CH:12]=[C:11]4[C:16]=3[CH2:17][CH2:18][N:9]([CH2:8][C:7]([OH:36])=[O:6])[CH2:10]4)[N:23]=2)[CH:29]=[CH:28][C:27]=1[O:30][CH:31]([CH3:33])[CH3:32])#[N:35]. Given the reactants C(O)=O.C([O:6][C:7](=[O:36])[CH2:8][N:9]1[CH2:18][CH2:17][C:16]2[C:11](=[CH:12][CH:13]=[CH:14][C:15]=2[C:19]2[N:23]=[C:22]([C:24]3[CH:29]=[CH:28][C:27]([O:30][CH:31]([CH3:33])[CH3:32])=[C:26]([C:34]#[N:35])[CH:25]=3)[O:21][N:20]=2)[CH2:10]1)C.[Li+].[OH-].[ClH:39], predict the reaction product. (2) The product is: [F:1][C:2]1[CH:7]=[CH:6][C:5]([S:8]([NH:12][C:13]2[CH:14]=[C:15]([CH:39]=[CH:40][C:41]=2[OH:42])[O:16][CH2:17][C@@H:18]([OH:38])[CH2:19][NH:20][C@@H:21]([CH2:24][C:25]2[CH:26]=[CH:27][CH:28]=[CH:29][CH:30]=2)[CH2:22][OH:23])(=[O:10])=[O:9])=[CH:4][CH:3]=1. Given the reactants [F:1][C:2]1[CH:7]=[CH:6][C:5]([S:8](Cl)(=[O:10])=[O:9])=[CH:4][CH:3]=1.[NH2:12][C:13]1[CH:14]=[C:15]([CH:39]=[CH:40][C:41]=1[O:42]CC1C=CC=CC=1)[O:16][CH2:17][C@@H:18]([OH:38])[CH2:19][N:20](CC1C=CC=CC=1)[C@@H:21]([CH2:24][C:25]1[CH:30]=[CH:29][CH:28]=[CH:27][CH:26]=1)[CH2:22][OH:23].N1C=CC=CC=1.C(=O)(O)[O-].[Na+], predict the reaction product.